Dataset: Reaction yield outcomes from USPTO patents with 853,638 reactions. Task: Predict the reaction yield, written as a fraction of the theoretical maximum amount of product (1.0 means a 100% yield; for example, 0.34 means a 34% yield). (1) The reactants are [CH3:1][NH:2][C@H:3]([C:13]([NH:15][C@H:16]([C:21]([N:23]([C@@H:25]([CH:34]([CH3:36])[CH3:35])/[CH:26]=[CH:27]/[S:28]([O:31]CC)(=[O:30])=[O:29])[CH3:24])=[O:22])[C:17]([CH3:20])([CH3:19])[CH3:18])=[O:14])[C:4]([CH3:12])([CH3:11])[C:5]1[CH:10]=[CH:9][CH:8]=[CH:7][CH:6]=1. The catalyst is CC(C)=O.[I-].C([N+](CCCC)(CCCC)CCCC)CCC. The product is [CH3:1][NH:2][C@H:3]([C:13]([NH:15][C@H:16]([C:21]([N:23]([C@@H:25]([CH:34]([CH3:36])[CH3:35])/[CH:26]=[CH:27]/[S:28]([OH:31])(=[O:30])=[O:29])[CH3:24])=[O:22])[C:17]([CH3:20])([CH3:19])[CH3:18])=[O:14])[C:4]([CH3:11])([CH3:12])[C:5]1[CH:6]=[CH:7][CH:8]=[CH:9][CH:10]=1. The yield is 0.280. (2) The reactants are [F:1][C:2]1[CH:11]=[C:10]2[C:5]([N:6]=[CH:7][C:8](=[O:28])[N:9]2[CH2:12][CH2:13][N:14]2[CH2:19][CH2:18][CH:17]([NH:20]C(=O)OC(C)(C)C)[CH2:16][CH2:15]2)=[CH:4][CH:3]=1.[ClH:29]. The catalyst is CO.ClCCl.O1CCOCC1. The product is [ClH:29].[ClH:29].[NH2:20][CH:17]1[CH2:16][CH2:15][N:14]([CH2:13][CH2:12][N:9]2[C:10]3[C:5](=[CH:4][CH:3]=[C:2]([F:1])[CH:11]=3)[N:6]=[CH:7][C:8]2=[O:28])[CH2:19][CH2:18]1. The yield is 0.990. (3) The reactants are [C:1]([O:5][C:6]([NH:8][C@H:9]([C:13]1[CH:14]=[C:15](B(O)O)[CH:16]=[CH:17][CH:18]=1)[CH2:10][CH:11]=[CH2:12])=[O:7])([CH3:4])([CH3:3])[CH3:2].Br[C:23]1[C:28]([NH2:29])=[CH:27][CH:26]=[CH:25][N:24]=1.C([O-])([O-])=O.[Na+].[Na+]. The catalyst is C1C=CC([P]([Pd]([P](C2C=CC=CC=2)(C2C=CC=CC=2)C2C=CC=CC=2)([P](C2C=CC=CC=2)(C2C=CC=CC=2)C2C=CC=CC=2)[P](C2C=CC=CC=2)(C2C=CC=CC=2)C2C=CC=CC=2)(C2C=CC=CC=2)C2C=CC=CC=2)=CC=1.O1CCOCC1. The product is [NH2:29][C:28]1[C:23]([C:15]2[CH:14]=[C:13]([C@@H:9]([NH:8][C:6](=[O:7])[O:5][C:1]([CH3:4])([CH3:3])[CH3:2])[CH2:10][CH:11]=[CH2:12])[CH:18]=[CH:17][CH:16]=2)=[N:24][CH:25]=[CH:26][CH:27]=1. The yield is 0.840. (4) The reactants are Br[C:2]1[CH:7]=[CH:6][N:5]2[CH:8]=[C:9]([C:11]3[CH:16]=[CH:15][C:14]([N:17]4[CH2:22][CH2:21][O:20][CH2:19][CH2:18]4)=[CH:13][CH:12]=3)[N:10]=[C:4]2[CH:3]=1.Cl.[F:24][CH2:25][CH2:26][NH2:27].C([O-])([O-])=O.[Cs+].[Cs+].C(Cl)(Cl)Cl.CC1(C)C2C(=C(P(C3C=CC=CC=3)C3C=CC=CC=3)C=CC=2)OC2C(P(C3C=CC=CC=3)C3C=CC=CC=3)=CC=CC1=2. The catalyst is C1C=CC(/C=C/C(/C=C/C2C=CC=CC=2)=O)=CC=1.C1C=CC(/C=C/C(/C=C/C2C=CC=CC=2)=O)=CC=1.C1C=CC(/C=C/C(/C=C/C2C=CC=CC=2)=O)=CC=1.[Pd].[Pd].O1CCOCC1. The product is [F:24][CH2:25][CH2:26][NH:27][C:2]1[CH:7]=[CH:6][N:5]2[CH:8]=[C:9]([C:11]3[CH:16]=[CH:15][C:14]([N:17]4[CH2:22][CH2:21][O:20][CH2:19][CH2:18]4)=[CH:13][CH:12]=3)[N:10]=[C:4]2[CH:3]=1. The yield is 0.0700. (5) The reactants are [CH2:1]([O:8][C:9]1[CH:18]=[C:17]2[C:12]([C:13](Cl)=[CH:14][CH:15]=[N:16]2)=[CH:11][C:10]=1[O:20][CH3:21])[C:2]1[CH:7]=[CH:6][CH:5]=[CH:4][CH:3]=1.[F:22][C:23]1[CH:24]=[C:25]([NH:30][C:31](=[O:43])[C:32]([NH:34][CH2:35][CH2:36][C:37]2[CH:42]=[CH:41][CH:40]=[CH:39][CH:38]=2)=[O:33])[CH:26]=[CH:27][C:28]=1[OH:29]. The catalyst is CN(C1C=CN=CC=1)C.BrC1C=CC=CC=1. The product is [CH2:1]([O:8][C:9]1[CH:18]=[C:17]2[C:12]([C:13]([O:29][C:28]3[CH:27]=[CH:26][C:25]([NH:30][C:31](=[O:43])[C:32]([NH:34][CH2:35][CH2:36][C:37]4[CH:38]=[CH:39][CH:40]=[CH:41][CH:42]=4)=[O:33])=[CH:24][C:23]=3[F:22])=[CH:14][CH:15]=[N:16]2)=[CH:11][C:10]=1[O:20][CH3:21])[C:2]1[CH:7]=[CH:6][CH:5]=[CH:4][CH:3]=1. The yield is 0.610. (6) The reactants are Br[C:2]1[CH:15]=[N:14][C:5]2[NH:6][C:7]3[CH2:8][CH2:9][CH2:10][C:11](=[O:13])[C:12]=3[C:4]=2[CH:3]=1.[CH3:16][O:17][C:18]1[CH:19]=[C:20](B(O)O)[CH:21]=[CH:22][C:23]=1[O:24][CH3:25].C(=O)([O-])[O-].[Na+].[Na+].Cl. The catalyst is O1CCCC1.O.C(O)C.C1(C)C=CC=CC=1. The product is [CH3:16][O:17][C:18]1[CH:19]=[C:20]([C:2]2[CH:15]=[N:14][C:5]3[NH:6][C:7]4[CH2:8][CH2:9][CH2:10][C:11](=[O:13])[C:12]=4[C:4]=3[CH:3]=2)[CH:21]=[CH:22][C:23]=1[O:24][CH3:25]. The yield is 0.560.